Dataset: Catalyst prediction with 721,799 reactions and 888 catalyst types from USPTO. Task: Predict which catalyst facilitates the given reaction. (1) Reactant: [CH2:1]([N:3]([CH2:39][CH3:40])[C:4]([C:6]1[CH:11]=[CH:10][C:9]([CH:12]([C:31]2[CH:36]=[CH:35][CH:34]=[C:33]([O:37][CH3:38])[CH:32]=2)[CH2:13][CH2:14][N:15]2[CH2:20][CH2:19][CH:18]([N:21]3[C:25]4[CH:26]=[CH:27][CH:28]=[CH:29][C:24]=4[NH:23][C:22]3=[O:30])[CH2:17][CH2:16]2)=[CH:8][CH:7]=1)=[O:5])[CH3:2].[H-].[Na+].[CH2:43](Br)[C:44]1[CH:49]=[CH:48][CH:47]=[CH:46][CH:45]=1.O. Product: [CH2:39]([N:3]([CH2:1][CH3:2])[C:4]([C:6]1[CH:7]=[CH:8][C:9]([CH:12]([C:31]2[CH:36]=[CH:35][CH:34]=[C:33]([O:37][CH3:38])[CH:32]=2)[CH2:13][CH2:14][N:15]2[CH2:20][CH2:19][CH:18]([N:21]3[C:25]4[CH:26]=[CH:27][CH:28]=[CH:29][C:24]=4[N:23]([CH2:43][C:44]4[CH:49]=[CH:48][CH:47]=[CH:46][CH:45]=4)[C:22]3=[O:30])[CH2:17][CH2:16]2)=[CH:10][CH:11]=1)=[O:5])[CH3:40]. The catalyst class is: 9. (2) Reactant: Cl.[CH3:2][O:3][C:4]1[CH:9]=[CH:8][CH:7]=[CH:6][C:5]=1[N:10]1[CH2:15][CH2:14][N:13]([CH:16]([CH3:29])[C:17]([C:19]2[CH:20]=[C:21]3[C:25](=[CH:26][CH:27]=2)[NH:24][C:23](=[O:28])[CH2:22]3)=[O:18])[CH2:12][CH2:11]1.[BH4-].[Na+].Cl. Product: [OH:18][CH:17]([C:19]1[CH:20]=[C:21]2[C:25](=[CH:26][CH:27]=1)[NH:24][C:23](=[O:28])[CH2:22]2)[CH:16]([N:13]1[CH2:14][CH2:15][N:10]([C:5]2[CH:6]=[CH:7][CH:8]=[CH:9][C:4]=2[O:3][CH3:2])[CH2:11][CH2:12]1)[CH3:29]. The catalyst class is: 5. (3) Reactant: C([O:4][CH2:5][C@@H:6]1[C@@H:11]([O:12]C(=O)C)[C@H:10]([O:16]C(=O)C)[C@H:9]([O:20]C(=O)C)[C@@H:8]([N:24]2[CH:28]=[C:27]([C:29]3[CH:34]=[CH:33][CH:32]=[C:31]([C:35]4[N:36]=[N:37][N:38]([C@@H:40]5[C@@H:45]([O:46]C(=O)C)[C@@H:44]([O:50]C(=O)C)[C@H:43]([O:54]C(=O)C)[C@@H:42]([CH2:58][O:59]C(=O)C)[O:41]5)[CH:39]=4)[CH:30]=3)[N:26]=[N:25]2)[O:7]1)(=O)C.CO[Na]. Product: [OH:59][CH2:58][C@@H:42]1[C@@H:43]([OH:54])[C@H:44]([OH:50])[C@H:45]([OH:46])[C@@H:40]([N:38]2[CH:39]=[C:35]([C:31]3[CH:32]=[CH:33][CH:34]=[C:29]([C:27]4[N:26]=[N:25][N:24]([C@@H:8]5[C@@H:9]([OH:20])[C@@H:10]([OH:16])[C@H:11]([OH:12])[C@@H:6]([CH2:5][OH:4])[O:7]5)[CH:28]=4)[CH:30]=3)[N:36]=[N:37]2)[O:41]1. The catalyst class is: 5. (4) Reactant: C(NC(C)C)(C)C.[F:8][C:9]1[C:14]([Si:15]([CH3:18])([CH3:17])[CH3:16])=[CH:13][CH:12]=[C:11]([F:19])[N:10]=1.C([Li])CCC.[C:25](=[O:27])=[O:26].Cl. Product: [F:19][C:11]1[C:12]([C:25]([OH:27])=[O:26])=[CH:13][C:14]([Si:15]([CH3:16])([CH3:18])[CH3:17])=[C:9]([F:8])[N:10]=1. The catalyst class is: 7. (5) Reactant: [Cl:1][C:2]1[CH:7]=[C:6]([Cl:8])[CH:5]=[CH:4][C:3]=1[C:9]1[C:14]([CH2:15][OH:16])=[CH:13][N:12]=[C:11]([NH:17][CH2:18][CH2:19][NH:20]C(OC(C)(C)C)=O)[N:10]=1. Product: [NH2:20][CH2:19][CH2:18][NH:17][C:11]1[N:10]=[C:9]([C:3]2[CH:4]=[CH:5][C:6]([Cl:8])=[CH:7][C:2]=2[Cl:1])[C:14]([CH2:15][OH:16])=[CH:13][N:12]=1. The catalyst class is: 55. (6) Reactant: [CH2:1]([O:8][C:9]1[C:10]([C:29](O)=[O:30])=[N:11][C:12]([CH2:16][C:17]2([C:23]3[CH:28]=[CH:27][CH:26]=[CH:25][CH:24]=3)[CH2:22][CH2:21][CH2:20][CH2:19][CH2:18]2)=[N:13][C:14]=1[OH:15])[C:2]1[CH:7]=[CH:6][CH:5]=[CH:4][CH:3]=1.[Si:32]([O:39][CH2:40][CH2:41][NH:42][CH:43]([CH3:45])[CH3:44])([C:35]([CH3:38])([CH3:37])[CH3:36])([CH3:34])[CH3:33].CCCP(=O)=O.C(N(C(C)C)CC)(C)C. Product: [Si:32]([O:39][CH2:40][CH2:41][N:42]([CH:43]([CH3:45])[CH3:44])[C:29]([C:10]1[C:9]([O:8][CH2:1][C:2]2[CH:7]=[CH:6][CH:5]=[CH:4][CH:3]=2)=[C:14]([OH:15])[N:13]=[C:12]([CH2:16][C:17]2([C:23]3[CH:28]=[CH:27][CH:26]=[CH:25][CH:24]=3)[CH2:22][CH2:21][CH2:20][CH2:19][CH2:18]2)[N:11]=1)=[O:30])([C:35]([CH3:38])([CH3:37])[CH3:36])([CH3:34])[CH3:33]. The catalyst class is: 253. (7) Reactant: [OH:1][CH2:2][C@H:3]([N:10]1[CH:15]=[CH:14][CH:13]=[C:12]([C:16]([O:18][CH3:19])=[O:17])[C:11]1=[O:20])[C:4]1[CH:9]=[CH:8][CH:7]=[CH:6][CH:5]=1.N1C=CN=C1.[C:26]([Si:30](Cl)([CH3:32])[CH3:31])([CH3:29])([CH3:28])[CH3:27]. Product: [Si:30]([O:1][CH2:2][C@H:3]([N:10]1[CH:15]=[CH:14][CH:13]=[C:12]([C:16]([O:18][CH3:19])=[O:17])[C:11]1=[O:20])[C:4]1[CH:5]=[CH:6][CH:7]=[CH:8][CH:9]=1)([C:26]([CH3:29])([CH3:28])[CH3:27])([CH3:32])[CH3:31]. The catalyst class is: 4.